Dataset: Reaction yield outcomes from USPTO patents with 853,638 reactions. Task: Predict the reaction yield, written as a fraction of the theoretical maximum amount of product (1.0 means a 100% yield; for example, 0.34 means a 34% yield). The reactants are C[O:2][C:3](=[O:29])[C:4]([C:7]1[CH:12]=[CH:11][C:10]([NH:13][C:14]([C:16]2[NH:17][CH:18]=[C:19]([C:21]#[N:22])[N:20]=2)=[O:15])=[C:9]([C:23]2[CH2:28][CH2:27][CH2:26][CH2:25][CH:24]=2)[CH:8]=1)([CH3:6])[CH3:5].[OH-].[Na+].O. The catalyst is C1COCC1.CO. The product is [C:21]([C:19]1[N:20]=[C:16]([C:14]([NH:13][C:10]2[CH:11]=[CH:12][C:7]([C:4]([CH3:6])([CH3:5])[C:3]([OH:29])=[O:2])=[CH:8][C:9]=2[C:23]2[CH2:28][CH2:27][CH2:26][CH2:25][CH:24]=2)=[O:15])[NH:17][CH:18]=1)#[N:22]. The yield is 0.830.